Task: Predict the product of the given reaction.. Dataset: Forward reaction prediction with 1.9M reactions from USPTO patents (1976-2016) (1) The product is: [CH3:66][O:67][C:68](=[O:69])[C@@H:70]([NH:58][C:17](=[O:19])[C@@H:16]([NH:15][C:13](=[O:14])[C@@H:12]([NH:24][C:25]([O:27][C:28]([CH3:30])([CH3:29])[CH3:31])=[O:26])[CH2:11][C:8]1[CH:9]=[CH:10][C:5]([O:4][CH2:1][CH:2]=[CH2:3])=[CH:6][CH:7]=1)[CH2:20][CH:21]([CH3:22])[CH3:23])[CH2:43][CH:42]=[CH2:41]. Given the reactants [CH2:1]([O:4][C:5]1[CH:10]=[CH:9][C:8]([CH2:11][C@H:12]([NH:24][C:25]([O:27][C:28]([CH3:31])([CH3:30])[CH3:29])=[O:26])[C:13]([NH:15][C@@H:16]([CH2:20][CH:21]([CH3:23])[CH3:22])[C:17]([OH:19])=O)=[O:14])=[CH:7][CH:6]=1)[CH:2]=[CH2:3].CN(C(ON1N=N[C:42]2[CH:43]=CC=N[C:41]1=2)=[N+](C)C)C.F[P-](F)(F)(F)(F)F.CC[N:58](C(C)C)C(C)C.C[CH2:66][O:67][C:68]([CH3:70])=[O:69], predict the reaction product. (2) Given the reactants [Cl:1][C:2]1[C:7]([C:8]2[CH:13]=[CH:12][CH:11]=[CH:10][CH:9]=2)=[N:6][N:5]=[C:4]2[N:14]([CH3:24])[N:15]=[C:16]([C:17]3[CH:22]=[CH:21][CH:20]=[CH:19][C:18]=3Cl)[C:3]=12.[CH3:25][O:26]C1C=CC(C(CC#N)=O)=CC=1, predict the reaction product. The product is: [Cl:1][C:2]1[C:7]([C:8]2[CH:13]=[CH:12][CH:11]=[CH:10][CH:9]=2)=[N:6][N:5]=[C:4]2[N:14]([CH3:24])[N:15]=[C:16]([C:17]3[CH:22]=[CH:21][C:20]([O:26][CH3:25])=[CH:19][CH:18]=3)[C:3]=12. (3) The product is: [F:1][CH:2]([F:15])[C:3]1[C:12]2[CH2:11][CH2:10][CH2:9][CH:8]([OH:19])[C:7]=2[N:6]=[C:5]([CH3:14])[CH:4]=1. Given the reactants [F:1][CH:2]([F:15])[C:3]1[C:12]2[CH2:11][CH2:10][CH2:9][CH2:8][C:7]=2[N+:6]([O-])=[C:5]([CH3:14])[CH:4]=1.FC(F)(F)C(OC(=O)C(F)(F)F)=[O:19], predict the reaction product.